From a dataset of Full USPTO retrosynthesis dataset with 1.9M reactions from patents (1976-2016). Predict the reactants needed to synthesize the given product. (1) Given the product [F:39][C:17]1[CH:16]=[C:15]([CH:20]=[CH:19][C:18]=1[NH:21][C:22]([C:24]1[O:25][C:26]([NH:29][C:30]2[CH:35]=[C:34]([F:36])[C:33]([F:37])=[CH:32][C:31]=2[F:38])=[N:27][N:28]=1)=[O:23])[O:14][C@@H:11]1[CH2:10][CH2:9][C@H:8]([C:6]([OH:7])=[O:5])[CH2:13][CH2:12]1, predict the reactants needed to synthesize it. The reactants are: [OH-].[Li+].C([O:5][C:6]([CH:8]1[CH2:13][CH2:12][CH:11]([O:14][C:15]2[CH:20]=[CH:19][C:18]([NH:21][C:22]([C:24]3[O:25][C:26]([NH:29][C:30]4[CH:35]=[C:34]([F:36])[C:33]([F:37])=[CH:32][C:31]=4[F:38])=[N:27][N:28]=3)=[O:23])=[C:17]([F:39])[CH:16]=2)[CH2:10][CH2:9]1)=[O:7])C.C1COCC1.CO. (2) Given the product [CH2:1]([O:3][C:4](=[O:26])[C:5]([O:8][C:9]1[CH:14]=[CH:13][C:12]([O:15][C:16]2[CH:21]=[CH:20][C:19]([CH3:27])=[C:18]([C:23]#[N:24])[CH:17]=2)=[CH:11][C:10]=1[CH3:25])([CH3:7])[CH3:6])[CH3:2], predict the reactants needed to synthesize it. The reactants are: [CH2:1]([O:3][C:4](=[O:26])[C:5]([O:8][C:9]1[CH:14]=[CH:13][C:12]([O:15][C:16]2[CH:21]=[CH:20][C:19](Br)=[C:18]([C:23]#[N:24])[CH:17]=2)=[CH:11][C:10]=1[CH3:25])([CH3:7])[CH3:6])[CH3:2].[CH3:27]C1C=CC=CC=1P(C1C=CC=CC=1C)C1C=CC=CC=1C.[Sn](C)(C)(C)C.Cl. (3) Given the product [NH2:132][C:129]1[N:130]=[CH:131][C:126]([C:2]2[N:3]=[C:4]([N:13]3[CH2:18][CH2:17][O:16][CH2:15][CH2:14]3)[C:5]3[CH:10]=[C:9]([CH2:11][N:102]4[CH2:103][CH2:104][N:105]([C:108](=[O:111])[CH2:109][OH:110])[CH2:106][CH2:107]4)[S:8][C:6]=3[N:7]=2)=[CH:127][N:128]=1, predict the reactants needed to synthesize it. The reactants are: Cl[C:2]1[N:3]=[C:4]([N:13]2[CH2:18][CH2:17][O:16][CH2:15][CH2:14]2)[C:5]2[CH:10]=[C:9]([CH:11]=O)[S:8][C:6]=2[N:7]=1.C(N1CCNCC1)(OC(C)(C)C)=O.ClC1N=C(N2CCOCC2)C2C=C(CN3CCN(C(OC(C)(C)C)=O)CC3)SC=2N=1.Cl.ClC1N=C(N2CCOCC2)C2C=C(CN3CCNCC3)SC=2N=1.C(O)(=O)CO.ClC1N=C(N2CCOCC2)C2C=C(C[N:102]3[CH2:107][CH2:106][N:105]([C:108](=[O:111])[CH2:109][OH:110])[CH2:104][CH2:103]3)SC=2N=1.CC1(C)C(C)(C)OB([C:126]2[CH:127]=[N:128][C:129]([NH2:132])=[N:130][CH:131]=2)O1. (4) Given the product [O:1]1[C:5]2[CH:6]=[CH:7][C:8]([S:10]([N:13]([CH2:43][CH:44]([CH3:46])[CH3:45])[CH2:14][C@@H:15]([OH:42])[C@@H:16]([NH:30][C:31](=[O:41])[O:32][C@@H:33]3[C@H:40]4[C@H:36]([O:37][CH2:38][CH2:39]4)[O:35][CH2:34]3)[CH2:17][C:18]3[CH:23]=[CH:22][C:21]([O:24][CH2:25][CH2:26][CH2:27][CH2:28][O:29][C:49]([NH:48][CH3:47])=[O:50])=[CH:20][CH:19]=3)(=[O:12])=[O:11])=[CH:9][C:4]=2[O:3][CH2:2]1, predict the reactants needed to synthesize it. The reactants are: [O:1]1[C:5]2[CH:6]=[CH:7][C:8]([S:10]([N:13]([CH2:43][CH:44]([CH3:46])[CH3:45])[CH2:14][C@@H:15]([OH:42])[C@@H:16]([NH:30][C:31](=[O:41])[O:32][C@@H:33]3[C@H:40]4[C@H:36]([O:37][CH2:38][CH2:39]4)[O:35][CH2:34]3)[CH2:17][C:18]3[CH:23]=[CH:22][C:21]([O:24][CH2:25][CH2:26][CH2:27][CH2:28][OH:29])=[CH:20][CH:19]=3)(=[O:12])=[O:11])=[CH:9][C:4]=2[O:3][CH2:2]1.[CH3:47][N:48]=[C:49]=[O:50].ClCCl.